Dataset: Forward reaction prediction with 1.9M reactions from USPTO patents (1976-2016). Task: Predict the product of the given reaction. (1) Given the reactants [NH2:1][C:2]1[CH:3]=[CH:4][C:5]([C:18]#[N:19])=[C:6]([NH:8][C:9](=[O:17])[C:10]2[CH:15]=[CH:14][C:13]([F:16])=[CH:12][CH:11]=2)[CH:7]=1.[CH3:20][C:21]1[CH:29]=[C:28]([C:30]([F:39])([C:35]([F:38])([F:37])[F:36])[C:31]([F:34])([F:33])[F:32])[CH:27]=[C:26]([CH3:40])[C:22]=1[C:23](Cl)=[O:24], predict the reaction product. The product is: [C:18]([C:5]1[CH:4]=[CH:3][C:2]([NH:1][C:23](=[O:24])[C:22]2[C:21]([CH3:20])=[CH:29][C:28]([C:30]([F:39])([C:31]([F:32])([F:33])[F:34])[C:35]([F:36])([F:37])[F:38])=[CH:27][C:26]=2[CH3:40])=[CH:7][C:6]=1[NH:8][C:9](=[O:17])[C:10]1[CH:15]=[CH:14][C:13]([F:16])=[CH:12][CH:11]=1)#[N:19]. (2) Given the reactants [CH2:1]([O:8][C:9]1[CH:14]=[CH:13][C:12]([CH2:15][CH2:16][OH:17])=[CH:11][CH:10]=1)[C:2]1[CH:7]=[CH:6][CH:5]=[CH:4][CH:3]=1.CC(OI1(OC(C)=O)(OC(C)=O)OC(=O)C2C=CC=CC1=2)=O, predict the reaction product. The product is: [CH2:1]([O:8][C:9]1[CH:10]=[CH:11][C:12]([CH2:15][CH:16]=[O:17])=[CH:13][CH:14]=1)[C:2]1[CH:3]=[CH:4][CH:5]=[CH:6][CH:7]=1. (3) Given the reactants Cl.[NH2:2][CH2:3][CH2:4][O:5][C:6]1[CH:7]=[N:8][C:9]([C:12]2[CH:13]=[C:14]([CH:29]=[CH:30][CH:31]=2)[CH2:15][N:16]2[C:21](=[O:22])[CH:20]=[CH:19][C:18]([C:23]3[CH:24]=[N:25][N:26]([CH3:28])[CH:27]=3)=[N:17]2)=[N:10][CH:11]=1.[C:32]([NH:35][C@@H:36]([CH:40]([CH3:42])[CH3:41])[C:37](O)=[O:38])(=[O:34])[CH3:33].CCN=C=NCCCN(C)C.C1C=CC2N(O)N=NC=2C=1.CN1CCOCC1, predict the reaction product. The product is: [C:32]([NH:35][C@@H:36]([CH:40]([CH3:42])[CH3:41])[C:37]([NH:2][CH2:3][CH2:4][O:5][C:6]1[CH:7]=[N:8][C:9]([C:12]2[CH:31]=[CH:30][CH:29]=[C:14]([CH2:15][N:16]3[C:21](=[O:22])[CH:20]=[CH:19][C:18]([C:23]4[CH:24]=[N:25][N:26]([CH3:28])[CH:27]=4)=[N:17]3)[CH:13]=2)=[N:10][CH:11]=1)=[O:38])(=[O:34])[CH3:33].